Dataset: Catalyst prediction with 721,799 reactions and 888 catalyst types from USPTO. Task: Predict which catalyst facilitates the given reaction. (1) Reactant: [Br:1][C:2]1[CH:3]=[C:4]2[C:8](=[CH:9][CH:10]=1)[C:7](=O)[CH2:6][CH2:5]2.Cl.[NH2:13][OH:14].C([O-])(=O)C.[Na+]. Product: [Br:1][C:2]1[CH:3]=[C:4]2[C:8](=[CH:9][CH:10]=1)[C:7](=[N:13][OH:14])[CH2:6][CH2:5]2. The catalyst class is: 5. (2) Reactant: [NH2:1][CH2:2][C:3]1[CH:8]=[CH:7][C:6]([C:9]([NH:11][C:12]2[CH:17]=[CH:16][CH:15]=[CH:14][C:13]=2[C:18](=[O:27])[NH:19][C:20]2[CH:25]=[CH:24][C:23]([Cl:26])=[CH:22][N:21]=2)=[O:10])=[CH:5][CH:4]=1.[CH3:28][N:29]1[CH2:33][CH2:32][N:31]=[C:30]1SC.CCN(CC)CC. Product: [Cl:26][C:23]1[CH:24]=[CH:25][C:20]([NH:19][C:18]([C:13]2[CH:14]=[CH:15][CH:16]=[CH:17][C:12]=2[NH:11][C:9]([C:6]2[CH:5]=[CH:4][C:3]([CH2:2][NH:1][C:30]3[N:29]([CH3:28])[CH2:33][CH2:32][N:31]=3)=[CH:8][CH:7]=2)=[O:10])=[O:27])=[N:21][CH:22]=1. The catalyst class is: 17. (3) Reactant: [OH:1][C@@:2]1([C:9]#[C:10][C:11]2[CH:12]=[C:13]([N:20]3[C:24]4=[N:25][CH:26]=[CH:27][CH:28]=[C:23]4[C:22]([C:29]([O:31]C)=O)=[N:21]3)[CH:14]=[C:15]([CH:17]([OH:19])[CH3:18])[CH:16]=2)[CH2:6][CH2:5][N:4]([CH3:7])[C:3]1=[O:8].[NH3:33]. Product: [OH:1][C@@:2]1([C:9]#[C:10][C:11]2[CH:12]=[C:13]([N:20]3[C:24]4=[N:25][CH:26]=[CH:27][CH:28]=[C:23]4[C:22]([C:29]([NH2:33])=[O:31])=[N:21]3)[CH:14]=[C:15]([CH:17]([OH:19])[CH3:18])[CH:16]=2)[CH2:6][CH2:5][N:4]([CH3:7])[C:3]1=[O:8]. The catalyst class is: 5.